From a dataset of Catalyst prediction with 721,799 reactions and 888 catalyst types from USPTO. Predict which catalyst facilitates the given reaction. (1) Reactant: [CH3:1][C:2]1[NH:6][N:5]=[C:4]([NH2:7])[CH:3]=1.C(N(CC)CC)C.[Cl:15][C:16]1[N:21]=[C:20](Cl)[C:19]([F:23])=[CH:18][N:17]=1. Product: [Cl:15][C:16]1[N:21]=[C:20]([NH:7][C:4]2[CH:3]=[C:2]([CH3:1])[NH:6][N:5]=2)[C:19]([F:23])=[CH:18][N:17]=1. The catalyst class is: 14. (2) Reactant: CO[C@H](C1C=CC=CC=1)C(O)=O.[F:13][C:14]1[C:19]([O:20][CH2:21][CH2:22][OH:23])=[CH:18][C:17]([O:24][CH3:25])=[CH:16][C:15]=1[C@@H:26]([NH:39][C:40]1[CH:48]=[CH:47][C:43]([C:44]([NH2:46])=[NH:45])=[CH:42][CH:41]=1)[C:27]1[NH:31][C:30](=[O:32])[N:29]([C:33]2[N:38]=[CH:37][CH:36]=[CH:35][N:34]=2)[N:28]=1.CO.[ClH:51]. Product: [ClH:51].[F:13][C:14]1[C:19]([O:20][CH2:21][CH2:22][OH:23])=[CH:18][C:17]([O:24][CH3:25])=[CH:16][C:15]=1[C@@H:26]([NH:39][C:40]1[CH:41]=[CH:42][C:43]([C:44]([NH2:46])=[NH:45])=[CH:47][CH:48]=1)[C:27]1[NH:31][C:30](=[O:32])[N:29]([C:33]2[N:34]=[CH:35][CH:36]=[CH:37][N:38]=2)[N:28]=1. The catalyst class is: 8. (3) Reactant: C(OC(=O)[NH:7][CH:8]1[CH2:13][CH2:12][N:11]([C:14]2[CH:15]=[N:16][C:17]([O:23][C:24]3[CH:29]=[CH:28][C:27]([O:30][C:31]4[CH:36]=[CH:35][CH:34]=[CH:33][CH:32]=4)=[CH:26][CH:25]=3)=[C:18]([C:20](=[O:22])[NH2:21])[CH:19]=2)[CH2:10][CH2:9]1)(C)(C)C.Cl. Product: [NH2:7][CH:8]1[CH2:13][CH2:12][N:11]([C:14]2[CH:15]=[N:16][C:17]([O:23][C:24]3[CH:29]=[CH:28][C:27]([O:30][C:31]4[CH:36]=[CH:35][CH:34]=[CH:33][CH:32]=4)=[CH:26][CH:25]=3)=[C:18]([C:20]([NH2:21])=[O:22])[CH:19]=2)[CH2:10][CH2:9]1. The catalyst class is: 135. (4) Reactant: [NH:1]([C:43]([CH3:45])=[O:44])[C@H:2]([C:18]([NH:20][C@H:21]([C:26]([NH:28][C@H:29]([C:39]([O:41][CH3:42])=[O:40])[CH2:30][O:31]CC1C=CC=CC=1)=[O:27])[C@H:22]([CH2:24][CH3:25])[CH3:23])=[O:19])[CH2:3][C:4]1[CH:9]=[CH:8][C:7]([O:10]CC2C=CC=CC=2)=[CH:6][CH:5]=1.C(O)(C(F)(F)F)=O. Product: [NH:1]([C:43]([CH3:45])=[O:44])[C@H:2]([C:18]([NH:20][C@H:21]([C:26]([NH:28][C@H:29]([C:39]([O:41][CH3:42])=[O:40])[CH2:30][OH:31])=[O:27])[C@H:22]([CH2:24][CH3:25])[CH3:23])=[O:19])[CH2:3][C:4]1[CH:5]=[CH:6][C:7]([OH:10])=[CH:8][CH:9]=1. The catalyst class is: 19. (5) Reactant: B1([C:7]2[CH:12]=[CH:11][CH:10]=[N:9][CH:8]=2)OCCCO1.[Br:13][C:14]1[CH:19]=[CH:18][C:17](I)=[CH:16][CH:15]=1.C(=O)([O-])[O-].[Na+].[Na+]. Product: [Br:13][C:14]1[CH:19]=[CH:18][C:17]([C:7]2[CH:8]=[N:9][CH:10]=[CH:11][CH:12]=2)=[CH:16][CH:15]=1. The catalyst class is: 423.